From a dataset of Full USPTO retrosynthesis dataset with 1.9M reactions from patents (1976-2016). Predict the reactants needed to synthesize the given product. (1) Given the product [CH:23]1([C@@:15]([C:17]2[CH:18]=[CH:19][CH:20]=[CH:21][CH:22]=2)([CH3:16])[C:14]([OH:28])=[O:35])[CH2:24][CH2:25][CH2:26][CH2:27]1, predict the reactants needed to synthesize it. The reactants are: C([C@@H]1COC(=O)N1[C:14](=[O:28])[C@:15]([CH:23]1[CH2:27][CH2:26][CH2:25][CH2:24]1)([C:17]1[CH:22]=[CH:21][CH:20]=[CH:19][CH:18]=1)[CH3:16])C1C=CC=CC=1.OO.O.[OH-].[Li+].S(S([O-])=O)([O-])(=O)=[O:35].[Na+].[Na+]. (2) Given the product [CH3:33][CH:34]([CH3:66])[C@H:35]([N:40]1[CH2:48][C:47]2[C:42](=[CH:43][C:44]([C:49]3[CH:54]=[CH:53][C:52]([NH:55][C:56](=[O:64])[C:57]4[CH:58]=[CH:59][C:60]([CH3:63])=[CH:61][CH:62]=4)=[CH:51][CH:50]=3)=[CH:45][CH:46]=2)[C:41]1=[O:65])[C:36]([OH:38])=[O:37], predict the reactants needed to synthesize it. The reactants are: C(NC1C=CC(C2C=C3C(CN([C@@H](C(C)C)C(O)=O)C3=O)=CC=2)=CC=1)(=O)C1C=CC=CC=1.[CH3:33][CH:34]([CH3:66])[C@H:35]([N:40]1[CH2:48][C:47]2[C:42](=[CH:43][C:44]([C:49]3[CH:54]=[CH:53][C:52]([NH:55][C:56](=[O:64])[C:57]4[CH:62]=[CH:61][C:60]([CH3:63])=[CH:59][CH:58]=4)=[CH:51][CH:50]=3)=[CH:45][CH:46]=2)[C:41]1=[O:65])[C:36]([O:38]C)=[O:37]. (3) The reactants are: [CH3:1][C:2]1([CH3:36])[CH2:7][NH:6][CH2:5][CH2:4][N:3]1[CH2:8][C:9]1[N:10]([CH3:35])[C:11]2[C:16]([N:17]=1)=[C:15]([N:18]1[CH2:23][CH2:22][O:21][CH2:20][CH2:19]1)[N:14]=[C:13]([N:24]1[C:28]3[CH:29]=[CH:30][CH:31]=[CH:32][C:27]=3[N:26]=[C:25]1[CH2:33][CH3:34])[N:12]=2.[OH:37][C:38]([CH3:43])([CH3:42])[C:39](O)=[O:40].CN(C(ON1N=NC2C=CC=NC1=2)=[N+](C)C)C.F[P-](F)(F)(F)(F)F.CCN(C(C)C)C(C)C. Given the product [CH2:33]([C:25]1[N:24]([C:13]2[N:12]=[C:11]3[C:16]([N:17]=[C:9]([CH2:8][N:3]4[CH2:4][CH2:5][N:6]([C:39](=[O:40])[C:38]([OH:37])([CH3:43])[CH3:42])[CH2:7][C:2]4([CH3:1])[CH3:36])[N:10]3[CH3:35])=[C:15]([N:18]3[CH2:23][CH2:22][O:21][CH2:20][CH2:19]3)[N:14]=2)[C:28]2[CH:29]=[CH:30][CH:31]=[CH:32][C:27]=2[N:26]=1)[CH3:34], predict the reactants needed to synthesize it.